Task: Predict which catalyst facilitates the given reaction.. Dataset: Catalyst prediction with 721,799 reactions and 888 catalyst types from USPTO Reactant: [CH2:1]([C:3]1[CH:8]=[CH:7][C:6]([CH2:9][C:10]2[C:11](=[O:19])[NH:12][NH:13][C:14]=2[C:15]([F:18])([F:17])[F:16])=[CH:5][CH:4]=1)[CH3:2].[Si:20](Cl)([C:23]([CH3:26])([CH3:25])[CH3:24])([CH3:22])[CH3:21].N1C=CN=C1.O. Product: [Si:20]([O:19][C:11]1[C:10]([CH2:9][C:6]2[CH:7]=[CH:8][C:3]([CH2:1][CH3:2])=[CH:4][CH:5]=2)=[C:14]([C:15]([F:17])([F:18])[F:16])[NH:13][N:12]=1)([C:23]([CH3:26])([CH3:25])[CH3:24])([CH3:22])[CH3:21]. The catalyst class is: 42.